From a dataset of Reaction yield outcomes from USPTO patents with 853,638 reactions. Predict the reaction yield, written as a fraction of the theoretical maximum amount of product (1.0 means a 100% yield; for example, 0.34 means a 34% yield). (1) The yield is 1.00. The product is [F:1][C:2]1[CH:26]=[C:25]([N+:27]([O-:29])=[O:28])[CH:24]=[CH:23][C:3]=1[O:4][C:5]1[CH:10]=[CH:9][N:8]=[C:7]2[CH:11]=[C:12]([C:14]3[N:15]([CH3:22])[C:16]([C:19]([N:30]4[CH2:34][CH2:33][CH2:32][CH2:31]4)=[O:20])=[CH:17][N:18]=3)[S:13][C:6]=12. The reactants are [F:1][C:2]1[CH:26]=[C:25]([N+:27]([O-:29])=[O:28])[CH:24]=[CH:23][C:3]=1[O:4][C:5]1[CH:10]=[CH:9][N:8]=[C:7]2[CH:11]=[C:12]([C:14]3[N:15]([CH3:22])[C:16]([C:19](Cl)=[O:20])=[CH:17][N:18]=3)[S:13][C:6]=12.[NH:30]1[CH2:34][CH2:33][CH2:32][CH2:31]1. The catalyst is C(Cl)Cl. (2) The reactants are Cl[C:2]1[N:3]=[CH:4][CH:5]=[C:6]2[CH:10]=[CH:9][NH:8][C:7]=12.[C:11]([NH2:15])(=[O:14])[CH2:12][CH3:13]. No catalyst specified. The product is [NH:8]1[C:7]2=[C:2]([NH:15][C:11](=[O:14])[CH2:12][CH3:13])[N:3]=[CH:4][CH:5]=[C:6]2[CH:10]=[CH:9]1. The yield is 0.150. (3) The reactants are [Cl:1][C:2]1[CH:3]=[C:4]([N:8]2[CH2:13][CH2:12][CH:11]([C:14]([O:16]CC)=[O:15])[CH2:10][CH2:9]2)[CH:5]=[CH:6][CH:7]=1.[OH-].[K+]. The catalyst is CO.O. The product is [Cl:1][C:2]1[CH:3]=[C:4]([N:8]2[CH2:9][CH2:10][CH:11]([C:14]([OH:16])=[O:15])[CH2:12][CH2:13]2)[CH:5]=[CH:6][CH:7]=1. The yield is 0.900. (4) The reactants are Br[C:2]1[C:3]([NH:9][C:10]2[CH:15]=[C:14]([Cl:16])[CH:13]=[CH:12][C:11]=2[O:17][CH2:18][CH:19]2[CH2:24][CH2:23][N:22]([CH3:25])[CH2:21][CH2:20]2)=[N:4][CH:5]=[C:6]([CH3:8])[CH:7]=1.C1CCN2C(=NCCC2)CC1. The catalyst is CC([O-])=O.CC([O-])=O.[Pd+2].CN(C=O)C. The product is [Cl:16][C:14]1[CH:13]=[CH:12][C:11]([O:17][CH2:18][CH:19]2[CH2:24][CH2:23][N:22]([CH3:25])[CH2:21][CH2:20]2)=[C:10]2[C:15]=1[C:2]1[CH:7]=[C:6]([CH3:8])[CH:5]=[N:4][C:3]=1[NH:9]2. The yield is 0.650. (5) The catalyst is ClCCl. The reactants are [C:1]([O:5][C:6]([N:8]1[CH2:13][CH2:12][NH:11][CH2:10][CH2:9]1)=[O:7])([CH3:4])([CH3:3])[CH3:2].C(N(CC)CC)C.[F:21][C:22]1[CH:27]=[CH:26][C:25]([S:28](Cl)(=[O:30])=[O:29])=[CH:24][CH:23]=1.O. The yield is 0.560. The product is [C:1]([O:5][C:6]([N:8]1[CH2:13][CH2:12][N:11]([S:28]([C:25]2[CH:26]=[CH:27][C:22]([F:21])=[CH:23][CH:24]=2)(=[O:30])=[O:29])[CH2:10][CH2:9]1)=[O:7])([CH3:4])([CH3:2])[CH3:3]. (6) The reactants are [CH3:1][C:2]1[CH:6]=[C:5]([CH3:7])[NH:4][C:3]=1/[CH:8]=[C:9]1\[C:10](=[O:18])[NH:11][C:12]2[C:17]\1=[CH:16][CH:15]=[CH:14][CH:13]=2.[CH:19]1[N:23]=[CH:22][N:21]([C:24](N2C=NC=C2)=[O:25])[CH:20]=1. The catalyst is CN(C=O)C. The product is [CH3:1][C:2]1[CH:6]=[C:5]([CH3:7])[NH:4][C:3]=1/[CH:8]=[C:9]1\[C:10](=[O:18])[N:11]([C:24]([N:21]2[CH:20]=[CH:19][N:23]=[CH:22]2)=[O:25])[C:12]2[C:17]\1=[CH:16][CH:15]=[CH:14][CH:13]=2. The yield is 0.890. (7) The reactants are [F:1][C:2]1[CH:11]=[C:10]([OH:12])[CH:9]=[CH:8][C:3]=1[C:4]([O:6][CH3:7])=[O:5].[Br:13]Br. The catalyst is C(O)(=O)C. The product is [Br:13][C:9]1[C:10]([OH:12])=[CH:11][C:2]([F:1])=[C:3]([CH:8]=1)[C:4]([O:6][CH3:7])=[O:5]. The yield is 0.710. (8) The reactants are [Cl-].O[NH3+:3].[C:4](=[O:7])([O-])[OH:5].[Na+].CS(C)=O.[CH2:13]([C:15]1[N:16]=[C:17]([CH2:46][CH2:47][CH3:48])[N:18]([CH2:31][C:32]2[CH:37]=[CH:36][C:35]([C:38]3[C:39]([C:44]#[N:45])=[CH:40][CH:41]=[CH:42][CH:43]=3)=[CH:34][CH:33]=2)[C:19](=[O:30])[C:20]=1[O:21][C:22]1[CH:27]=[CH:26][CH:25]=[C:24]([CH2:28][CH3:29])[CH:23]=1)[CH3:14]. The catalyst is C(OCC)(=O)C. The product is [CH2:13]([C:15]1[N:16]=[C:17]([CH2:46][CH2:47][CH3:48])[N:18]([CH2:31][C:32]2[CH:37]=[CH:36][C:35]([C:38]3[CH:43]=[CH:42][CH:41]=[CH:40][C:39]=3[C:44]3[NH:3][C:4](=[O:7])[O:5][N:45]=3)=[CH:34][CH:33]=2)[C:19](=[O:30])[C:20]=1[O:21][C:22]1[CH:27]=[CH:26][CH:25]=[C:24]([CH2:28][CH3:29])[CH:23]=1)[CH3:14]. The yield is 0.780. (9) The reactants are C[O:2][C:3](=[O:12])[C:4]1[CH:9]=[CH:8][C:7]([NH2:10])=[CH:6][C:5]=1[OH:11].C(N(CC)CC)C.[N:20]1([C:26](Cl)=[O:27])[CH2:25][CH2:24][O:23][CH2:22][CH2:21]1. The catalyst is C(Cl)(Cl)Cl. The product is [OH:11][C:5]1[CH:6]=[C:7]([NH:10][C:26]([N:20]2[CH2:25][CH2:24][O:23][CH2:22][CH2:21]2)=[O:27])[CH:8]=[CH:9][C:4]=1[C:3]([OH:2])=[O:12]. The yield is 0.150.